From a dataset of Forward reaction prediction with 1.9M reactions from USPTO patents (1976-2016). Predict the product of the given reaction. (1) Given the reactants [CH:1]1([CH2:4][O:5][C:6]2[CH:13]=[C:12]([F:14])[C:9]([CH2:10][OH:11])=[C:8]([F:15])[CH:7]=2)[CH2:3][CH2:2]1.[C:16]([O:20][C:21]([N:23]1[CH2:28][CH2:27][N:26]([C:29](Cl)=[O:30])[C@H:25]([CH2:32][CH3:33])[CH2:24]1)=[O:22])([CH3:19])([CH3:18])[CH3:17].[H-].[Na+], predict the reaction product. The product is: [CH:1]1([CH2:4][O:5][C:6]2[CH:7]=[C:8]([F:15])[C:9]([CH2:10][O:11][C:29]([N:26]3[CH2:27][CH2:28][N:23]([C:21]([O:20][C:16]([CH3:18])([CH3:17])[CH3:19])=[O:22])[CH2:24][C@H:25]3[CH2:32][CH3:33])=[O:30])=[C:12]([F:14])[CH:13]=2)[CH2:3][CH2:2]1. (2) Given the reactants [NH:1]1[CH2:6][CH2:5][CH:4]([CH2:7][S:8]([C:10]2[N:15]=[CH:14][C:13]([C:16]#[N:17])=[CH:12][CH:11]=2)=[O:9])[CH2:3][CH2:2]1.[CH3:18][C:19]1[C:27]2[CH2:26][O:25][C:24](=[O:28])[C:23]=2[CH:22]=[CH:21][C:20]=1[C@@H:29]1[CH2:31][O:30]1, predict the reaction product. The product is: [OH:30][C@H:29]([C:20]1[CH:21]=[CH:22][C:23]2[C:24](=[O:28])[O:25][CH2:26][C:27]=2[C:19]=1[CH3:18])[CH2:31][N:1]1[CH2:2][CH2:3][CH:4]([CH2:7][S:8]([C:10]2[N:15]=[CH:14][C:13]([C:16]#[N:17])=[CH:12][CH:11]=2)=[O:9])[CH2:5][CH2:6]1. (3) Given the reactants [C:1]([O:5][C:6]([NH:8][C@H:9]1[CH2:14][CH2:13][CH2:12][CH2:11][C@H:10]1[NH:15][C:16]1[N:21]=[C:20](Cl)[C:19]2[C:23](=[O:33])[N:24]([C:26]([O:28][C:29]([CH3:32])([CH3:31])[CH3:30])=[O:27])[CH2:25][C:18]=2[C:17]=1[F:34])=[O:7])([CH3:4])([CH3:3])[CH3:2].[F:35][C:36]1[CH:46]=[CH:45][C:39](/[CH:40]=[CH:41]/B(O)O)=[CH:38][CH:37]=1.C(=O)([O-])[O-].[Na+].[Na+], predict the reaction product. The product is: [C:1]([O:5][C:6]([NH:8][C@H:9]1[CH2:14][CH2:13][CH2:12][CH2:11][C@H:10]1[NH:15][C:16]1[N:21]=[C:20](/[CH:41]=[CH:40]/[C:39]2[CH:45]=[CH:46][C:36]([F:35])=[CH:37][CH:38]=2)[C:19]2[C:23](=[O:33])[N:24]([C:26]([O:28][C:29]([CH3:32])([CH3:31])[CH3:30])=[O:27])[CH2:25][C:18]=2[C:17]=1[F:34])=[O:7])([CH3:4])([CH3:3])[CH3:2]. (4) Given the reactants [C:1]([C:5]1[N:10]=[C:9]([N:11]2[CH2:16][CH2:15][N:14]([CH2:17][CH2:18][CH2:19][CH2:20][NH2:21])[CH2:13][CH2:12]2)[CH:8]=[C:7]([C:22]([F:25])([F:24])[F:23])[N:6]=1)([CH3:4])([CH3:3])[CH3:2].C1N=CN([C:31](N2C=NC=C2)=[O:32])C=1.[CH2:38]([CH:45]1[NH:50][CH2:49][CH2:48][N:47]([CH:51]2[CH2:53][CH2:52]2)[CH2:46]1)[C:39]1[CH:44]=[CH:43][CH:42]=[CH:41][CH:40]=1, predict the reaction product. The product is: [CH2:38]([CH:45]1[CH2:46][N:47]([CH:51]2[CH2:52][CH2:53]2)[CH2:48][CH2:49][N:50]1[C:31]([NH:21][CH2:20][CH2:19][CH2:18][CH2:17][N:14]1[CH2:15][CH2:16][N:11]([C:9]2[CH:8]=[C:7]([C:22]([F:24])([F:25])[F:23])[N:6]=[C:5]([C:1]([CH3:4])([CH3:2])[CH3:3])[N:10]=2)[CH2:12][CH2:13]1)=[O:32])[C:39]1[CH:40]=[CH:41][CH:42]=[CH:43][CH:44]=1. (5) Given the reactants [F:1][C:2]1[CH:10]=[CH:9][C:5]([C:6](Cl)=[O:7])=[CH:4][CH:3]=1.[OH:11][C:12]1[CH:13]=[C:14]([C:18]2([OH:24])[CH2:23][CH2:22][CH2:21][NH:20][CH2:19]2)[CH:15]=[CH:16][CH:17]=1, predict the reaction product. The product is: [F:1][C:2]1[CH:10]=[CH:9][C:5]([C:6]([N:20]2[CH2:21][CH2:22][CH2:23][C:18]([OH:24])([C:14]3[CH:15]=[CH:16][CH:17]=[C:12]([OH:11])[CH:13]=3)[CH2:19]2)=[O:7])=[CH:4][CH:3]=1. (6) Given the reactants [N+:1]([O-:4])([OH:3])=O.[CH3:5][O:6][C:7]1[CH:12]=[CH:11][C:10]([NH2:13])=[C:9]([N+:14]([O-:16])=[O:15])[CH:8]=1, predict the reaction product. The product is: [CH3:5][O:6][C:7]1[CH:12]=[C:11]([N+:1]([O-:4])=[O:3])[C:10]([NH2:13])=[C:9]([N+:14]([O-:16])=[O:15])[CH:8]=1. (7) Given the reactants [CH3:1][C:2]1[CH:33]=[CH:32][C:5]([C:6]([NH:8][C:9]2[CH:14]=[CH:13][C:12]([NH:15][CH2:16][CH2:17][C:18]3[N:23]=[C:22]([NH:24]C(=O)OC(C)(C)C)[CH:21]=[CH:20][CH:19]=3)=[CH:11][CH:10]=2)=[O:7])=[C:4]([N:34]2[CH2:39][CH2:38][CH:37]([CH3:40])[CH2:36][CH2:35]2)[CH:3]=1.FC(F)(F)C(O)=O, predict the reaction product. The product is: [NH2:24][C:22]1[N:23]=[C:18]([CH2:17][CH2:16][NH:15][C:12]2[CH:11]=[CH:10][C:9]([NH:8][C:6](=[O:7])[C:5]3[CH:32]=[CH:33][C:2]([CH3:1])=[CH:3][C:4]=3[N:34]3[CH2:39][CH2:38][CH:37]([CH3:40])[CH2:36][CH2:35]3)=[CH:14][CH:13]=2)[CH:19]=[CH:20][CH:21]=1. (8) The product is: [CH2:1]([N:8]1[CH2:12][CH2:11][N:10]([C@@H:13]([C:17]([CH3:19])([CH3:18])[CH3:20])[C:14]([NH:48][C@@H:49]([CH2:80][C:81]2[CH:82]=[CH:83][CH:84]=[CH:85][CH:86]=2)[C@@H:50]([OH:79])[CH2:51][C@@H:52]([NH:66][C:67]([C@@H:69]([NH:74][C:75](=[O:78])[O:76][CH3:77])[C:70]([CH3:73])([CH3:72])[CH3:71])=[O:68])[CH2:53][C:54]2[CH:59]=[CH:58][C:57]([C:60]3[CH:65]=[CH:64][CH:63]=[CH:62][N:61]=3)=[CH:56][CH:55]=2)=[O:15])[C:9]1=[O:21])[C:2]1[CH:3]=[CH:4][CH:5]=[CH:6][CH:7]=1. Given the reactants [CH2:1]([N:8]1[CH2:12][CH2:11][N:10]([C@@H:13]([C:17]([CH3:20])([CH3:19])[CH3:18])[C:14](O)=[O:15])[C:9]1=[O:21])[C:2]1[CH:7]=[CH:6][CH:5]=[CH:4][CH:3]=1.C([O-])([O-])=O.[K+].[K+].CCOP(ON1N=NC2C=CC=CC=2C1=O)(OCC)=O.[NH2:48][C@@H:49]([CH2:80][C:81]1[CH:86]=[CH:85][CH:84]=[CH:83][CH:82]=1)[C@@H:50]([OH:79])[CH2:51][C@@H:52]([NH:66][C:67]([C@@H:69]([NH:74][C:75](=[O:78])[O:76][CH3:77])[C:70]([CH3:73])([CH3:72])[CH3:71])=[O:68])[CH2:53][C:54]1[CH:59]=[CH:58][C:57]([C:60]2[CH:65]=[CH:64][CH:63]=[CH:62][N:61]=2)=[CH:56][CH:55]=1, predict the reaction product. (9) Given the reactants [H-].[Na+].Br[CH2:4][CH2:5][CH2:6][CH2:7][CH2:8]Br.[S:10]1[C:14]2[CH:15]=[CH:16][CH:17]=[CH:18][C:13]=2[N:12]=[C:11]1[CH2:19][C:20]#[N:21], predict the reaction product. The product is: [S:10]1[C:14]2[CH:15]=[CH:16][CH:17]=[CH:18][C:13]=2[N:12]=[C:11]1[C:19]1([C:20]#[N:21])[CH2:8][CH2:7][CH2:6][CH2:5][CH2:4]1. (10) Given the reactants [C:1](#[N:3])[CH3:2].[Li]CCCC.CO[C:11]([C:13]1([CH3:26])[CH2:18][CH2:17][N:16]([C:19]([O:21][C:22]([CH3:25])([CH3:24])[CH3:23])=[O:20])[CH2:15][CH2:14]1)=[O:12].Cl, predict the reaction product. The product is: [C:22]([O:21][C:19]([N:16]1[CH2:15][CH2:14][C:13]([C:11](=[O:12])[CH2:2][C:1]#[N:3])([CH3:26])[CH2:18][CH2:17]1)=[O:20])([CH3:23])([CH3:24])[CH3:25].